From a dataset of Full USPTO retrosynthesis dataset with 1.9M reactions from patents (1976-2016). Predict the reactants needed to synthesize the given product. Given the product [Br:19][C:2]1[CH:3]=[C:4]2[C:8](=[CH:9][CH:10]=1)[N:7]([CH3:11])[C:6](=[O:12])[CH2:5]2, predict the reactants needed to synthesize it. The reactants are: N[C:2]1[CH:3]=[C:4]2[C:8](=[CH:9][CH:10]=1)[N:7]([CH3:11])[C:6](=[O:12])[CH2:5]2.N([O-])=O.[Na+].[OH-].[Na+].[BrH:19].